From a dataset of Retrosynthesis with 50K atom-mapped reactions and 10 reaction types from USPTO. Predict the reactants needed to synthesize the given product. Given the product CCOC(=O)N(C)CCC(=O)N(CCN(C)C)c1ccc(C(=O)N2CCN(c3ncnc4c3cnn4Cc3cccc(OCC)c3)CC2)cc1, predict the reactants needed to synthesize it. The reactants are: CCOC(=O)Cl.CCOc1cccc(Cn2ncc3c(N4CCN(C(=O)c5ccc(N(CCN(C)C)C(=O)CCNC)cc5)CC4)ncnc32)c1.